Dataset: Peptide-MHC class I binding affinity with 185,985 pairs from IEDB/IMGT. Task: Regression. Given a peptide amino acid sequence and an MHC pseudo amino acid sequence, predict their binding affinity value. This is MHC class I binding data. (1) The peptide sequence is AHRDHICLL. The MHC is H-2-Kb with pseudo-sequence H-2-Kb. The binding affinity (normalized) is 0.469. (2) The peptide sequence is TQLFKYVPSA. The MHC is HLA-A68:02 with pseudo-sequence HLA-A68:02. The binding affinity (normalized) is 0. (3) The peptide sequence is VEFDMSHLN. The MHC is H-2-Kb with pseudo-sequence H-2-Kb. The binding affinity (normalized) is 0.313. (4) The peptide sequence is AVMFFPFWF. The MHC is HLA-A26:01 with pseudo-sequence HLA-A26:01. The binding affinity (normalized) is 0.0847. (5) The peptide sequence is VINAPIKEFK. The MHC is HLA-A68:01 with pseudo-sequence HLA-A68:01. The binding affinity (normalized) is 0.823. (6) The peptide sequence is ETPDRLTDQMK. The MHC is Mamu-A01 with pseudo-sequence Mamu-A01. The binding affinity (normalized) is 0.233. (7) The peptide sequence is VLDRDGNFR. The MHC is HLA-A11:01 with pseudo-sequence HLA-A11:01. The binding affinity (normalized) is 0.108. (8) The peptide sequence is CLPACVYGL. The MHC is HLA-A02:01 with pseudo-sequence HLA-A02:01. The binding affinity (normalized) is 0.601.